The task is: Regression. Given a peptide amino acid sequence and an MHC pseudo amino acid sequence, predict their binding affinity value. This is MHC class I binding data.. This data is from Peptide-MHC class I binding affinity with 185,985 pairs from IEDB/IMGT. (1) The peptide sequence is MCPFLFLMFL. The MHC is H-2-Db with pseudo-sequence H-2-Db. The binding affinity (normalized) is 0.241. (2) The peptide sequence is FTNKLINGY. The MHC is HLA-A02:03 with pseudo-sequence HLA-A02:03. The binding affinity (normalized) is 0.0847. (3) The peptide sequence is ITMIPHYYYY. The MHC is HLA-B27:05 with pseudo-sequence HLA-B27:05. The binding affinity (normalized) is 0.185. (4) The peptide sequence is IPKRNRSIL. The MHC is HLA-B27:05 with pseudo-sequence HLA-B27:05. The binding affinity (normalized) is 0.0847.